Task: Predict which catalyst facilitates the given reaction.. Dataset: Catalyst prediction with 721,799 reactions and 888 catalyst types from USPTO (1) Product: [F:19][C:2](=[C:3]1[CH2:8][CH2:7][N:6]([C:9]2[C:14]([N+:15]([O-:17])=[O:16])=[CH:13][CH:12]=[C:11]([CH3:18])[N:10]=2)[CH2:5][CH2:4]1)/[CH:21]=[CH:20]/[C:22]1[CH:27]=[CH:26][CH:25]=[CH:24][CH:23]=1. The catalyst class is: 66. Reactant: Br[C:2]([F:19])=[C:3]1[CH2:8][CH2:7][N:6]([C:9]2[C:14]([N+:15]([O-:17])=[O:16])=[CH:13][CH:12]=[C:11]([CH3:18])[N:10]=2)[CH2:5][CH2:4]1.[CH:20]([C:22]1[CH:27]=[CH:26][CH:25]=[CH:24][CH:23]=1)=[CH2:21].C(Cl)Cl. (2) Reactant: [CH2:1]([O:8][C:9]([N:11]1[CH2:16][CH2:15][C:14]([C:18]2([C:21]([O:23][C:24]([CH3:27])([CH3:26])[CH3:25])=[O:22])[CH2:20][CH2:19]2)(O)[CH2:13][CH2:12]1)=[O:10])[C:2]1[CH:7]=[CH:6][CH:5]=[CH:4][CH:3]=1.[OH-].COC(NS([N+](CC)(CC)CC)(=O)=O)=O. Product: [CH2:1]([O:8][C:9]([N:11]1[CH2:12][CH:13]=[C:14]([C:18]2([C:21]([O:23][C:24]([CH3:27])([CH3:26])[CH3:25])=[O:22])[CH2:20][CH2:19]2)[CH2:15][CH2:16]1)=[O:10])[C:2]1[CH:3]=[CH:4][CH:5]=[CH:6][CH:7]=1. The catalyst class is: 11. (3) Reactant: [OH:1][C:2]1[N:7]=[CH:6][C:5]([C:8]([N:10]2[CH2:14][CH2:13][CH2:12][C@H:11]2[CH2:15][N:16]2[CH2:20][CH2:19][CH2:18][CH2:17]2)=[O:9])=[CH:4][CH:3]=1.Br[CH2:22][CH2:23][CH2:24][CH3:25].C(=O)([O-])[O-].[Cs+].[Cs+]. Product: [CH2:22]([O:1][C:2]1[N:7]=[CH:6][C:5]([C:8]([N:10]2[CH2:14][CH2:13][CH2:12][C@H:11]2[CH2:15][N:16]2[CH2:20][CH2:19][CH2:18][CH2:17]2)=[O:9])=[CH:4][CH:3]=1)[CH2:23][CH2:24][CH3:25]. The catalyst class is: 258. (4) Reactant: [NH2:1][C:2]1[CH:7]=[CH:6][C:5]([C:8]2[N:12]([CH3:13])[C:11]([C:14]#[N:15])=[CH:10][CH:9]=2)=[CH:4][CH:3]=1.[CH2:16]([S:18](Cl)(=[O:20])=[O:19])[CH3:17].O. Product: [C:14]([C:11]1[N:12]([CH3:13])[C:8]([C:5]2[CH:6]=[CH:7][C:2]([NH:1][S:18]([CH2:16][CH3:17])(=[O:20])=[O:19])=[CH:3][CH:4]=2)=[CH:9][CH:10]=1)#[N:15]. The catalyst class is: 300.